This data is from Full USPTO retrosynthesis dataset with 1.9M reactions from patents (1976-2016). The task is: Predict the reactants needed to synthesize the given product. (1) Given the product [F:28][C:29]1[CH:37]=[CH:36][C:32]([CH2:33][CH2:34][O:8][C:3]2[CH:4]=[CH:5][CH:6]=[CH:7][C:2]=2[Br:1])=[CH:31][CH:30]=1, predict the reactants needed to synthesize it. The reactants are: [Br:1][C:2]1[CH:7]=[CH:6][CH:5]=[CH:4][C:3]=1[OH:8].C1(P(C2C=CC=CC=2)C2C=CC=CC=2)C=CC=CC=1.[F:28][C:29]1[CH:37]=[CH:36][C:32]([CH2:33][CH2:34]O)=[CH:31][CH:30]=1.N(C(OC(C)C)=O)=NC(OC(C)C)=O. (2) Given the product [Cl:14][C:15]1[CH:20]=[C:19]([Cl:21])[CH:18]=[CH:17][C:16]=1[CH2:22][NH:23][C:24]([N:5]1[CH2:6][CH2:7][C:2]([OH:1])([C:8]2[CH:13]=[CH:12][CH:11]=[CH:10][CH:9]=2)[CH2:3][CH2:4]1)=[O:25], predict the reactants needed to synthesize it. The reactants are: [OH:1][C:2]1([C:8]2[CH:13]=[CH:12][CH:11]=[CH:10][CH:9]=2)[CH2:7][CH2:6][NH:5][CH2:4][CH2:3]1.[Cl:14][C:15]1[CH:20]=[C:19]([Cl:21])[CH:18]=[CH:17][C:16]=1[CH2:22][N:23]=[C:24]=[O:25]. (3) Given the product [CH3:30][C:19]1[N:20]=[C:21]2[N:22]([CH2:25][CH2:26][CH2:27][CH:28]2[OH:29])[C:23](=[O:24])[C:18]=1[CH2:17][CH2:16][N:13]1[CH2:14][CH2:15][CH:10]([C:7]2[C:6]3[CH:31]=[CH:32][C:3]([F:2])=[CH:4][C:5]=3[O:9][N:8]=2)[CH2:11][CH2:12]1, predict the reactants needed to synthesize it. The reactants are: Cl.[F:2][C:3]1[CH:32]=[CH:31][C:6]2[C:7]([CH:10]3[CH2:15][CH2:14][N:13]([CH2:16][CH2:17][C:18]4[C:23](=[O:24])[N:22]5[CH2:25][CH2:26][CH2:27][CH:28]([OH:29])[C:21]5=[N:20][C:19]=4[CH3:30])[CH2:12][CH2:11]3)=[N:8][O:9][C:5]=2[CH:4]=1.Cl.C.C(N(CC)CC)C. (4) Given the product [C:28]([N:31]1[CH2:35][CH2:34][N:33]([C:2]2[CH:3]=[CH:4][C:5]([C:10]([N:12]3[CH2:17][CH2:16][N:15]([C:18]4[C:23]([CH3:24])=[CH:22][C:21]([CH:25]5[CH2:27][CH2:26]5)=[CH:20][N:19]=4)[CH2:14][CH2:13]3)=[O:11])=[C:6]([CH:9]=2)[C:7]#[N:8])[C:32]1=[O:36])(=[O:30])[CH3:29], predict the reactants needed to synthesize it. The reactants are: Br[C:2]1[CH:3]=[CH:4][C:5]([C:10]([N:12]2[CH2:17][CH2:16][N:15]([C:18]3[C:23]([CH3:24])=[CH:22][C:21]([CH:25]4[CH2:27][CH2:26]4)=[CH:20][N:19]=3)[CH2:14][CH2:13]2)=[O:11])=[C:6]([CH:9]=1)[C:7]#[N:8].[C:28]([N:31]1[CH2:35][CH2:34][NH:33][C:32]1=[O:36])(=[O:30])[CH3:29]. (5) Given the product [N:5]12[CH2:10][CH2:9][CH:8]([CH2:7][CH2:6]1)[C:2](=[O:1])[CH2:4]2, predict the reactants needed to synthesize it. The reactants are: [O:1]1C[C:2]21[CH:8]1[CH2:9][CH2:10][N:5]([CH2:6][CH2:7]1)[CH2:4]2.B.